This data is from Forward reaction prediction with 1.9M reactions from USPTO patents (1976-2016). The task is: Predict the product of the given reaction. (1) Given the reactants [CH2:1]([O:8][C:9]([NH:11][C@@H:12]([CH2:17][C:18]1[CH:23]=[CH:22][C:21]([F:24])=[CH:20][CH:19]=1)[C:13](=[O:16])[CH2:14][Cl:15])=[O:10])[C:2]1[CH:7]=[CH:6][CH:5]=[CH:4][CH:3]=1.C(O)=O.C(N(CC)CC)C, predict the reaction product. The product is: [CH2:1]([O:8][C:9]([NH:11][C@@H:12]([CH2:17][C:18]1[CH:19]=[CH:20][C:21]([F:24])=[CH:22][CH:23]=1)[C@@H:13]([OH:16])[CH2:14][Cl:15])=[O:10])[C:2]1[CH:3]=[CH:4][CH:5]=[CH:6][CH:7]=1. (2) Given the reactants [Br:1][C:2]1[CH:7]=[CH:6][C:5]([C:8]2[CH:16]=[CH:15][CH:14]=[C:13]3[C:9]=2[CH2:10][C:11](=[O:17])[NH:12]3)=[CH:4][CH:3]=1.[N:18]1([CH2:23][CH2:24][NH:25][C:26]([C:28]2[CH:32]=[C:31]([CH3:33])[NH:30][C:29]=2[CH:34]=O)=[O:27])[CH:22]=[CH:21][N:20]=[N:19]1, predict the reaction product. The product is: [N:18]1([CH2:23][CH2:24][NH:25][C:26]([C:28]2[CH:32]=[C:31]([CH3:33])[NH:30][C:29]=2[CH:34]=[C:10]2[C:9]3[C:13](=[CH:14][CH:15]=[CH:16][C:8]=3[C:5]3[CH:4]=[CH:3][C:2]([Br:1])=[CH:7][CH:6]=3)[NH:12][C:11]2=[O:17])=[O:27])[CH:22]=[CH:21][N:20]=[N:19]1. (3) Given the reactants [O:1]1[C:5]2[CH:6]=[CH:7][CH:8]=[CH:9][C:4]=2[C:3]([CH2:10][CH2:11][CH2:12][NH:13][CH:14]2[CH2:23][C:22]3[C:17](=[CH:18][CH:19]=[CH:20][C:21]=3[O:24][CH3:25])[O:16][CH2:15]2)=[CH:2]1.[CH:26](=O)[CH3:27].C(O)(=O)C.C([BH3-])#N.[Na+], predict the reaction product. The product is: [O:1]1[C:5]2[CH:6]=[CH:7][CH:8]=[CH:9][C:4]=2[C:3]([CH2:10][CH2:11][CH2:12][N:13]([CH2:26][CH3:27])[CH:14]2[CH2:23][C:22]3[C:17](=[CH:18][CH:19]=[CH:20][C:21]=3[O:24][CH3:25])[O:16][CH2:15]2)=[CH:2]1. (4) Given the reactants [Cl:1][C:2]1[CH:7]=[CH:6][CH:5]=[CH:4][C:3]=1[NH:8][C:9](=O)[CH2:10][C:11]#[N:12].[C:14](OC(=O)C)(=O)C.C(OC(OCC)OCC)C.[OH2:31].[NH2:32][NH2:33], predict the reaction product. The product is: [Cl:1][C:2]1[CH:7]=[CH:6][CH:5]=[CH:4][C:3]=1[NH:8][C:9]([C:10]1[CH:14]=[N:32][NH:33][C:11]=1[NH2:12])=[O:31]. (5) Given the reactants [NH2:1][CH:2]1[N:8]=[C:7]([CH3:9])[C:6]2[CH:10]=[CH:11][CH:12]=[C:13]([N:14]([CH3:16])[CH3:15])[C:5]=2[N:4]([CH2:17][C:18]([N:20]2[CH2:26][CH:25]3[CH2:27][CH2:28][CH:22]([CH2:23][CH2:24]3)[CH2:21]2)=[O:19])[C:3]1=[O:29].[C:30]1([CH3:39])[CH:35]=[CH:34][CH:33]=[C:32]([N:36]=[C:37]=[O:38])[CH:31]=1.[ClH:40], predict the reaction product. The product is: [ClH:40].[CH:25]12[CH2:24][CH2:23][CH:22]([CH2:28][CH2:27]1)[CH2:21][N:20]([C:18]([CH2:17][N:4]1[C:5]3[C:13]([N:14]([CH3:16])[CH3:15])=[CH:12][CH:11]=[CH:10][C:6]=3[C:7]([CH3:9])=[N:8][CH:2]([NH:1][C:37]([NH:36][C:32]3[CH:33]=[CH:34][CH:35]=[C:30]([CH3:39])[CH:31]=3)=[O:38])[C:3]1=[O:29])=[O:19])[CH2:26]2. (6) Given the reactants [F:1][C:2]([F:14])([F:13])[C:3]1[CH:4]=[C:5]([CH:10]=[CH:11][CH:12]=1)[C:6](=[N:8][OH:9])[NH2:7].[OH-].[K+].[CH2:17]([CH:19]1[O:21][CH2:20]1)Cl, predict the reaction product. The product is: [F:1][C:2]([F:13])([F:14])[C:3]1[CH:4]=[C:5]([CH:10]=[CH:11][CH:12]=1)[C:6]([NH:8][O:9][CH2:17][CH:19]1[O:21][CH2:20]1)=[NH:7]. (7) The product is: [Cl:1][C:2]1[CH:3]=[C:4]([N:9]2[CH:13]=[C:12]([N:14]([CH2:15][CH2:16][N:17]3[CH2:22][CH2:21][O:20][CH2:19][CH2:18]3)[CH2:23][CH2:24][CH3:25])[N:11]=[N:10]2)[CH:5]=[CH:6][C:7]=1[Cl:8]. Given the reactants [Cl:1][C:2]1[CH:3]=[C:4]([N:9]2[CH:13]=[C:12]([NH:14][CH2:15][CH2:16][N:17]3[CH2:22][CH2:21][O:20][CH2:19][CH2:18]3)[N:11]=[N:10]2)[CH:5]=[CH:6][C:7]=1[Cl:8].[CH:23](=O)[CH2:24][CH3:25].[BH-](OC(C)=O)(OC(C)=O)OC(C)=O.[Na+], predict the reaction product. (8) Given the reactants C(OC([N:8]1[CH2:16][C:15]2[C:10](=[CH:11][CH:12]=[C:13]([O:17][CH2:18][CH2:19][O:20][CH3:21])[CH:14]=2)[CH2:9]1)=O)(C)(C)C.[ClH:22], predict the reaction product. The product is: [ClH:22].[CH3:21][O:20][CH2:19][CH2:18][O:17][C:13]1[CH:14]=[C:15]2[C:10](=[CH:11][CH:12]=1)[CH2:9][NH:8][CH2:16]2. (9) Given the reactants C(NC(C)C)(C)C.C([Li])CCC.CCCCCC.[C:19]([C:21]1[CH:22]=[N:23][CH:24]=[CH:25][C:26]=1[CH3:27])#[N:20].[CH2:28]1[O:30][CH2:29]1, predict the reaction product. The product is: [C:19]([C:21]1[CH:22]=[N:23][CH:24]=[CH:25][C:26]=1[CH2:27][CH2:28][CH2:29][OH:30])#[N:20].